From a dataset of Forward reaction prediction with 1.9M reactions from USPTO patents (1976-2016). Predict the product of the given reaction. (1) Given the reactants [P:1]([O-:5])([OH:4])([OH:3])=[O:2].[Cs+:6].[NH:7]1[CH:11]=[CH:10][N:9]=[N:8]1, predict the reaction product. The product is: [NH:7]1[CH:11]=[CH:10][N:9]=[N:8]1.[P:1]([O-:5])([OH:4])([OH:3])=[O:2].[Cs+:6]. (2) Given the reactants [Cl:1][C:2]1[CH:10]=[CH:9][C:5]([C:6]([OH:8])=O)=[CH:4][CH:3]=1.C(C1NC=CN=1)(C1NC=CN=1)=O.[NH:23]1[C:27]2[CH:28]=[CH:29][CH:30]=[CH:31][C:26]=2[N:25]=[C:24]1[C:32]1[CH:41]=[CH:40][C:35](/[C:36](=[N:38]/O)/[NH2:37])=[CH:34][CH:33]=1, predict the reaction product. The product is: [NH:23]1[C:27]2[CH:28]=[CH:29][CH:30]=[CH:31][C:26]=2[N:25]=[C:24]1[C:32]1[CH:41]=[CH:40][C:35]([C:36]2[N:37]=[C:6]([C:5]3[CH:4]=[CH:3][C:2]([Cl:1])=[CH:10][CH:9]=3)[O:8][N:38]=2)=[CH:34][CH:33]=1. (3) The product is: [CH2:1]([CH:8]1[CH2:9][CH2:10][N:11]([CH2:14][CH2:15][CH2:16][NH2:17])[CH2:12][CH2:13]1)[C:2]1[CH:7]=[CH:6][CH:5]=[CH:4][CH:3]=1. Given the reactants [CH2:1]([CH:8]1[CH2:13][CH2:12][N:11]([CH2:14][CH2:15][CH2:16][N:17]=[N+]=[N-])[CH2:10][CH2:9]1)[C:2]1[CH:7]=[CH:6][CH:5]=[CH:4][CH:3]=1, predict the reaction product. (4) Given the reactants [NH:1]1[CH2:8][CH2:7][CH2:6][C@H:2]1[C:3]([OH:5])=[O:4].[O:9]=C1O[C@H]([C@H](CO)O)C(O)=C1O, predict the reaction product. The product is: [OH:9][C@@H:6]1[CH2:7][CH2:8][NH:1][C@@H:2]1[C:3]([OH:5])=[O:4].